From a dataset of NCI-60 drug combinations with 297,098 pairs across 59 cell lines. Regression. Given two drug SMILES strings and cell line genomic features, predict the synergy score measuring deviation from expected non-interaction effect. Drug 1: CC1OCC2C(O1)C(C(C(O2)OC3C4COC(=O)C4C(C5=CC6=C(C=C35)OCO6)C7=CC(=C(C(=C7)OC)O)OC)O)O. Drug 2: CC12CCC3C(C1CCC2OP(=O)(O)O)CCC4=C3C=CC(=C4)OC(=O)N(CCCl)CCCl.[Na+]. Cell line: HCC-2998. Synergy scores: CSS=17.8, Synergy_ZIP=-5.16, Synergy_Bliss=-4.83, Synergy_Loewe=-14.3, Synergy_HSA=-4.71.